From a dataset of Reaction yield outcomes from USPTO patents with 853,638 reactions. Predict the reaction yield, written as a fraction of the theoretical maximum amount of product (1.0 means a 100% yield; for example, 0.34 means a 34% yield). The reactants are [NH2:1][CH:2]1[CH:6]([C:7]2[CH:12]=[CH:11][CH:10]=[CH:9][CH:8]=2)[CH2:5][N:4]([C:13]([C:15]2[N:16]=[C:17]3[C:22]([C:23]([F:26])([F:25])[F:24])=[CH:21][C:20]([C:27]4[CH:31]=[CH:30][O:29][CH:28]=4)=[CH:19][N:18]3[C:32]=2[Cl:33])=[O:14])[CH2:3]1.C(N(CC)C(C)C)(C)C.[C:43](OC(=O)C)(=[O:45])[CH3:44]. The catalyst is CN(C=O)C.CCOC(C)=O. The product is [Cl:33][C:32]1[N:18]2[CH:19]=[C:20]([C:27]3[CH:31]=[CH:30][O:29][CH:28]=3)[CH:21]=[C:22]([C:23]([F:25])([F:26])[F:24])[C:17]2=[N:16][C:15]=1[C:13]([N:4]1[CH2:5][CH:6]([C:7]2[CH:12]=[CH:11][CH:10]=[CH:9][CH:8]=2)[CH:2]([NH:1][C:43](=[O:45])[CH3:44])[CH2:3]1)=[O:14]. The yield is 0.900.